This data is from Full USPTO retrosynthesis dataset with 1.9M reactions from patents (1976-2016). The task is: Predict the reactants needed to synthesize the given product. (1) The reactants are: CS(O[C@H:6]1[CH2:11][CH2:10][C@@H:9]([C:12]2[CH:17]=[CH:16][C:15]([C:18]3[N:23]=[C:22]4[N:24]([CH2:44][O:45][CH2:46][CH2:47][Si:48]([CH3:51])([CH3:50])[CH3:49])[C:25]([O:27][C@@H:28]5[CH2:32][O:31][C@@H:30]6[C@H:33]([O:36][Si:37]([C:40]([CH3:43])([CH3:42])[CH3:41])([CH3:39])[CH3:38])[CH2:34][O:35][C@H:29]56)=[N:26][C:21]4=[CH:20][C:19]=3[Cl:52])=[CH:14][CH:13]=2)[CH2:8][CH2:7]1)(=O)=O.[N-:53]=[N+:54]=[N-:55].[Na+]. Given the product [N:53]([C@H:6]1[CH2:7][CH2:8][C@H:9]([C:12]2[CH:13]=[CH:14][C:15]([C:18]3[N:23]=[C:22]4[N:24]([CH2:44][O:45][CH2:46][CH2:47][Si:48]([CH3:51])([CH3:49])[CH3:50])[C:25]([O:27][C@@H:28]5[CH2:32][O:31][C@@H:30]6[C@H:33]([O:36][Si:37]([C:40]([CH3:43])([CH3:41])[CH3:42])([CH3:39])[CH3:38])[CH2:34][O:35][C@H:29]56)=[N:26][C:21]4=[CH:20][C:19]=3[Cl:52])=[CH:16][CH:17]=2)[CH2:10][CH2:11]1)=[N+:54]=[N-:55], predict the reactants needed to synthesize it. (2) Given the product [CH3:9][C:8]1[CH:7]=[CH:6][C:4]([NH2:5])=[CH:3][C:2]=1[B:10]1[O:14][C:13]([CH3:16])([CH3:15])[C:12]([CH3:18])([CH3:17])[O:11]1, predict the reactants needed to synthesize it. The reactants are: I[C:2]1[CH:3]=[C:4]([CH:6]=[CH:7][C:8]=1[CH3:9])[NH2:5].[B:10]1([B:10]2[O:14][C:13]([CH3:16])([CH3:15])[C:12]([CH3:18])([CH3:17])[O:11]2)[O:14][C:13]([CH3:16])([CH3:15])[C:12]([CH3:18])([CH3:17])[O:11]1.C([O-])(=O)C.[K+]. (3) Given the product [NH2:18][C:6]1[C:7]([N:9]2[CH:13]=[C:12]([CH3:14])[N:11]=[C:10]2[CH2:15][CH2:16][CH3:17])=[N:8][C:3]([O:2][CH3:1])=[CH:4][CH:5]=1, predict the reactants needed to synthesize it. The reactants are: [CH3:1][O:2][C:3]1[N:8]=[C:7]([N:9]2[CH:13]=[C:12]([CH3:14])[N:11]=[C:10]2[CH2:15][CH2:16][CH3:17])[C:6]([N+:18]([O-])=O)=[CH:5][CH:4]=1. (4) Given the product [Br:43][CH2:44][CH2:45][CH2:46][O:36][C:35]1[CH:34]=[CH:33][C:4]([CH2:5][NH:6][C:7]2[N:12]=[C:11]([O:13][CH2:14][C:15]([F:17])([F:16])[F:18])[N:10]=[C:9]([NH:19][C:20]3[CH:32]=[CH:31][C:23]([C:24]([O:26][C:27]([CH3:29])([CH3:30])[CH3:28])=[O:25])=[CH:22][CH:21]=3)[N:8]=2)=[CH:3][C:2]=1[Cl:1], predict the reactants needed to synthesize it. The reactants are: [Cl:1][C:2]1[CH:3]=[C:4]([CH:33]=[CH:34][C:35]=1[OH:36])[CH2:5][NH:6][C:7]1[N:12]=[C:11]([O:13][CH2:14][C:15]([F:18])([F:17])[F:16])[N:10]=[C:9]([NH:19][C:20]2[CH:32]=[CH:31][C:23]([C:24]([O:26][C:27]([CH3:30])([CH3:29])[CH3:28])=[O:25])=[CH:22][CH:21]=2)[N:8]=1.C(=O)([O-])[O-].[K+].[K+].[Br:43][CH2:44][CH2:45][CH2:46]Br. (5) Given the product [CH2:1]([O:3][C:4]([C:6]1[C:7]([N:24]2[CH2:29][CH2:28][O:27][CH2:26][CH2:25]2)=[N:8][C:9]2[C:14]([C:15]=1[C:16]1[CH:21]=[CH:20][CH:19]=[CH:18][CH:17]=1)=[CH:13][C:12]([Cl:22])=[CH:11][CH:10]=2)=[O:5])[CH3:2], predict the reactants needed to synthesize it. The reactants are: [CH2:1]([O:3][C:4]([C:6]1[C:7](Cl)=[N:8][C:9]2[C:14]([C:15]=1[C:16]1[CH:21]=[CH:20][CH:19]=[CH:18][CH:17]=1)=[CH:13][C:12]([Cl:22])=[CH:11][CH:10]=2)=[O:5])[CH3:2].[NH:24]1[CH2:29][CH2:28][O:27][CH2:26][CH2:25]1. (6) Given the product [CH2:1]([CH2:3][C:4]([O:7][C:8]1[CH:9]=[CH:10][C:11]([CH2:14][CH2:15][NH2:16])=[CH:12][CH:13]=1)([CH3:5])[CH3:6])[CH3:2], predict the reactants needed to synthesize it. The reactants are: [CH2:1]([CH2:3][C:4]([O:7][C:8]1[CH:13]=[CH:12][C:11]([CH2:14][CH2:15][N:16]=[N+]=[N-])=[CH:10][CH:9]=1)([CH3:6])[CH3:5])[CH3:2]. (7) Given the product [Br:8][C:5]1[CH:6]=[CH:7][C:2]([O:17][C:11]2[CH:12]=[CH:13][C:14]([F:16])=[CH:15][C:10]=2[F:9])=[N:3][CH:4]=1, predict the reactants needed to synthesize it. The reactants are: Br[C:2]1[CH:7]=[CH:6][C:5]([Br:8])=[CH:4][N:3]=1.[F:9][C:10]1[CH:15]=[C:14]([F:16])[CH:13]=[CH:12][C:11]=1[OH:17].C([O-])([O-])=O.[K+].[K+]. (8) Given the product [NH2:46][CH:45]1[CH2:30][CH2:29][CH2:28][CH2:27][CH:26]1[O:23][C:16]1[C:17]2[CH2:18][CH2:19][CH2:20][CH2:21][C:22]=2[C:13]([C:9]2[N:8]=[C:7]([NH2:61])[CH:12]=[CH:11][CH:10]=2)=[CH:14][CH:15]=1, predict the reactants needed to synthesize it. The reactants are: CC1NC(C)=CC=1[C:7]1[CH:12]=[CH:11][CH:10]=[C:9]([C:13]2[C:22]3[CH2:21][CH2:20][CH2:19][CH2:18][C:17]=3[C:16]([OH:23])=[CH:15][CH:14]=2)[N:8]=1.Cl[CH:26]1C[CH2:30][CH2:29][CH2:28][C:27]1=O.C(=O)([O-])[O-].[K+].[K+].[I-].[Na+].Cl.CON.[CH2:45]=[N:46]O.CSC.B.C(=O)([O-])[O-].[Na+].[Na+].[F-].[Cs+].Cl.[NH2:61]O. (9) Given the product [CH2:37]([N:2]1[CH:3]=[C:4]([C:6]2[N:11]3[N:12]=[C:13]([NH:15][C:16]4[CH:17]=[CH:18][C:19]([O:22][CH2:23][CH2:24][N:25]5[CH2:29][CH2:28][CH2:27][CH2:26]5)=[CH:20][CH:21]=4)[N:14]=[C:10]3[CH:9]=[CH:8][CH:7]=2)[CH:5]=[N:1]1)[CH2:38][CH2:39][CH3:40], predict the reactants needed to synthesize it. The reactants are: [NH:1]1[CH:5]=[C:4]([C:6]2[N:11]3[N:12]=[C:13]([NH:15][C:16]4[CH:21]=[CH:20][C:19]([O:22][CH2:23][CH2:24][N:25]5[CH2:29][CH2:28][CH2:27][CH2:26]5)=[CH:18][CH:17]=4)[N:14]=[C:10]3[CH:9]=[CH:8][CH:7]=2)[CH:3]=[N:2]1.C(=O)([O-])[O-].[K+].[K+].Br[CH2:37][CH2:38][CH2:39][CH3:40].